From a dataset of Catalyst prediction with 721,799 reactions and 888 catalyst types from USPTO. Predict which catalyst facilitates the given reaction. (1) Reactant: [CH2:1]([O:8][C:9]1[CH:16]=[CH:15][C:12]([CH:13]=O)=[CH:11][CH:10]=1)[C:2]1[CH:7]=[CH:6][CH:5]=[CH:4][CH:3]=1.[CH3:17][O:18][CH2:19][CH2:20][O:21][CH2:22][C:23]([O:25][CH2:26][C:27]1[CH:32]=[CH:31][CH:30]=[CH:29][CH:28]=1)=[O:24].CC(C)([O-])C.[K+].C(O)(=O)C.C1(C)C=CC(S(O)(=O)=O)=CC=1. Product: [CH2:26]([O:25][C:23](=[O:24])/[C:22](/[O:21][CH2:20][CH2:19][O:18][CH3:17])=[CH:13]/[C:12]1[CH:15]=[CH:16][C:9]([O:8][CH2:1][C:2]2[CH:7]=[CH:6][CH:5]=[CH:4][CH:3]=2)=[CH:10][CH:11]=1)[C:27]1[CH:32]=[CH:31][CH:30]=[CH:29][CH:28]=1. The catalyst class is: 207. (2) Reactant: C([O:4][CH2:5][C@@H:6]1[C@@H:11]([O:12]C(=O)C)[C@H:10]([OH:16])[C@H:9]([OH:17])[C@@H:8]([C:18]2[CH:23]=[CH:22][CH:21]=[C:20](Br)[CH:19]=2)[O:7]1)(=O)C.B(O)(O)[C:26]1[CH:27]=[CH:28][C:29]([CH3:32])=[CH:30][CH:31]=1.CN1CCCC1.C(Cl)Cl.C([O-])([O-])=O.[Na+].[Na+]. Product: [OH:4][CH2:5][C@@H:6]1[C@@H:11]([OH:12])[C@H:10]([OH:16])[C@H:9]([OH:17])[C@@H:8]([C:18]2[CH:19]=[C:20]([C:26]3[CH:31]=[CH:30][C:29]([CH3:32])=[CH:28][CH:27]=3)[CH:21]=[CH:22][CH:23]=2)[O:7]1. The catalyst class is: 140. (3) The catalyst class is: 7. Reactant: [H-].[Na+].[CH:3]1([NH2:9])[CH2:8][CH2:7][CH2:6][CH2:5][CH2:4]1.Cl[C:11]1[CH:16]=[CH:15][C:14]([N+:17]([O-:19])=[O:18])=[CH:13][N:12]=1. Product: [CH:3]1([NH:9][C:11]2[CH:16]=[CH:15][C:14]([N+:17]([O-:19])=[O:18])=[CH:13][N:12]=2)[CH2:8][CH2:7][CH2:6][CH2:5][CH2:4]1. (4) Reactant: [CH:1]1([C:4]2[CH:13]=[CH:12][C:7]([C:8]([O:10]C)=[O:9])=[C:6]([CH3:14])[CH:5]=2)[CH2:3][CH2:2]1.[OH-].[Na+]. Product: [CH:1]1([C:4]2[CH:13]=[CH:12][C:7]([C:8]([OH:10])=[O:9])=[C:6]([CH3:14])[CH:5]=2)[CH2:2][CH2:3]1. The catalyst class is: 5. (5) Reactant: Cl.[F:2][C:3]1[CH:4]=[C:5]([C:10](=[NH:16])[NH:11][CH2:12][CH2:13][O:14][CH3:15])[CH:6]=[C:7]([F:9])[CH:8]=1.C([O:19][CH:20]=[C:21]([C:27](OCC)=O)[C:22]([O:24][CH2:25][CH3:26])=[O:23])C.[O-]CC.[Na+]. Product: [F:2][C:3]1[CH:4]=[C:5]([C:10]2[N:11]([CH2:12][CH2:13][O:14][CH3:15])[C:20](=[O:19])[C:21]([C:22]([O:24][CH2:25][CH3:26])=[O:23])=[CH:27][N:16]=2)[CH:6]=[C:7]([F:9])[CH:8]=1. The catalyst class is: 8. (6) Reactant: [F:1][C:2]1[C:3]([CH2:14][N:15]([CH3:23])[C:16](=[O:22])[O:17][C:18]([CH3:21])([CH3:20])[CH3:19])=[CH:4][NH:5][C:6]=1[C:7]1[C:8]([F:13])=[N:9][CH:10]=[CH:11][CH:12]=1.[H-].[Na+].C1OCCOCCOCCOCCOC1.[N:41]1([S:46](Cl)(=[O:48])=[O:47])[CH2:45][CH2:44][CH2:43][CH2:42]1. Product: [F:1][C:2]1[C:3]([CH2:14][N:15]([CH3:23])[C:16](=[O:22])[O:17][C:18]([CH3:19])([CH3:20])[CH3:21])=[CH:4][N:5]([S:46]([N:41]2[CH2:45][CH2:44][CH2:43][CH2:42]2)(=[O:48])=[O:47])[C:6]=1[C:7]1[C:8]([F:13])=[N:9][CH:10]=[CH:11][CH:12]=1. The catalyst class is: 685. (7) Reactant: O1C2C=CC(C(Cl)=O)=CC=2OC1.[CH3:13][O:14][C:15]1[CH:16]=[C:17]2[C:22](=[CH:23][C:24]=1[O:25][CH3:26])[N:21]=[CH:20][CH:19]=[C:18]2[O:27][C:28]1[CH:34]=[CH:33][C:31]([NH2:32])=[CH:30][CH:29]=1.[O:35]1[C:39]2[CH:40]=[CH:41][C:42]([C:44]([N:46]=[C:47]=[S:48])=[O:45])=[CH:43][C:38]=2[O:37][CH2:36]1. Product: [O:35]1[C:39]2[CH:40]=[CH:41][C:42]([C:44]([N:46]=[C:47]=[S:48])=[O:45])=[CH:43][C:38]=2[O:37][CH2:36]1.[O:35]1[C:39]2[CH:40]=[CH:41][C:42]([C:44]([NH:46][C:47]([NH:32][C:31]3[CH:33]=[CH:34][C:28]([O:27][C:18]4[C:17]5[C:22](=[CH:23][C:24]([O:25][CH3:26])=[C:15]([O:14][CH3:13])[CH:16]=5)[N:21]=[CH:20][CH:19]=4)=[CH:29][CH:30]=3)=[S:48])=[O:45])=[CH:43][C:38]=2[O:37][CH2:36]1. The catalyst class is: 234. (8) Reactant: [OH:1][C:2]1[CH:7]=[CH:6][C:5]([NH:8][C:9]2[O:10][CH2:11][C:12](=[O:19])[C:13]=2[C:14]([O:16][CH2:17][CH3:18])=[O:15])=[C:4]([CH3:20])[CH:3]=1.[NH:21]1[C:29]2[C:24](=[CH:25][CH:26]=[CH:27][N:28]=2)[C:23]([CH:30]=O)=[CH:22]1.[OH-].[Na+]. Product: [NH:21]1[C:29]2=[N:28][CH:27]=[CH:26][CH:25]=[C:24]2[C:23]([CH:30]=[C:11]2[O:10][C:9]([NH:8][C:5]3[CH:6]=[CH:7][C:2]([OH:1])=[CH:3][C:4]=3[CH3:20])=[C:13]([C:14]([O:16][CH2:17][CH3:18])=[O:15])[C:12]2=[O:19])=[CH:22]1. The catalyst class is: 361.